This data is from Forward reaction prediction with 1.9M reactions from USPTO patents (1976-2016). The task is: Predict the product of the given reaction. (1) Given the reactants Cl[C:2]1[C:11]2[C:6](=[CH:7][C:8]([O:14][CH2:15][CH2:16][Cl:17])=[C:9]([O:12][CH3:13])[CH:10]=2)[N:5]=[CH:4][N:3]=1.[CH3:18][C:19]1[NH:20][C:21]2[C:26]([C:27]=1[CH3:28])=[CH:25][C:24]([OH:29])=[CH:23][CH:22]=2.C(=O)([O-])[O-].[K+].[K+], predict the reaction product. The product is: [Cl:17][CH2:16][CH2:15][O:14][C:8]1[CH:7]=[C:6]2[C:11]([C:2]([O:29][C:24]3[CH:25]=[C:26]4[C:21](=[CH:22][CH:23]=3)[NH:20][C:19]([CH3:18])=[C:27]4[CH3:28])=[N:3][CH:4]=[N:5]2)=[CH:10][C:9]=1[O:12][CH3:13]. (2) Given the reactants [CH2:1]([O:8][C:9]1[CH:14]=[CH:13][C:12]([CH:15]=[CH:16][CH2:17][OH:18])=[CH:11][C:10]=1[O:19][CH3:20])[C:2]1[CH:7]=[CH:6][CH:5]=[CH:4][CH:3]=1.[OH-].[K+].Cl.Cl[CH2:25][CH2:26][CH2:27][N:28]1[CH2:33][CH2:32][CH2:31][CH2:30][CH2:29]1, predict the reaction product. The product is: [CH2:1]([O:8][C:9]1[CH:14]=[CH:13][C:12](/[CH:15]=[CH:16]/[CH2:17][O:18][CH2:25][CH2:26][CH2:27][N:28]2[CH2:33][CH2:32][CH2:31][CH2:30][CH2:29]2)=[CH:11][C:10]=1[O:19][CH3:20])[C:2]1[CH:3]=[CH:4][CH:5]=[CH:6][CH:7]=1.